This data is from Reaction yield outcomes from USPTO patents with 853,638 reactions. The task is: Predict the reaction yield, written as a fraction of the theoretical maximum amount of product (1.0 means a 100% yield; for example, 0.34 means a 34% yield). (1) The catalyst is N1C=CC=CC=1. The yield is 0.320. The reactants are [CH3:1][S:2](Cl)(=[O:4])=[O:3].[NH2:6][C:7]1[CH:12]=[CH:11][CH:10]=[CH:9][C:8]=1[N:13]1[C:43]([CH2:44][CH2:45][CH3:46])=[C:16]2[N:17]=[C:18]([C:22]3[CH:27]=[C:26]([S:28]([N:31]4[CH2:36][CH2:35][N:34]([CH2:37][CH3:38])[CH2:33][CH2:32]4)(=[O:30])=[O:29])[CH:25]=[CH:24][C:23]=3[O:39][CH2:40][CH2:41][CH3:42])[NH:19][C:20](=[O:21])[C:15]2=[N:14]1. The product is [CH2:37]([N:34]1[CH2:35][CH2:36][N:31]([S:28]([C:26]2[CH:25]=[CH:24][C:23]([O:39][CH2:40][CH2:41][CH3:42])=[C:22]([C:18]3[NH:19][C:20](=[O:21])[C:15]4[C:16](=[C:43]([CH2:44][CH2:45][CH3:46])[N:13]([C:8]5[CH:9]=[CH:10][CH:11]=[CH:12][C:7]=5[NH:6][S:2]([CH3:1])(=[O:4])=[O:3])[N:14]=4)[N:17]=3)[CH:27]=2)(=[O:30])=[O:29])[CH2:32][CH2:33]1)[CH3:38]. (2) The reactants are [C:1]([N:4]([CH2:44][CH2:45][N:46]1[CH2:51][CH2:50][S:49](=[O:53])(=[O:52])[CH2:48][CH2:47]1)[C@:5]12[CH2:40][CH2:39][C@@H:38]([C:41]([CH3:43])=[CH2:42])[C@@H:6]1[C@@H:7]1[C@@:20]([CH3:23])([CH2:21][CH2:22]2)[C@@:19]2([CH3:24])[C@@H:10]([C@:11]3([CH3:37])[C@@H:16]([CH2:17][CH2:18]2)[C:15]([CH3:26])([CH3:25])[C:14]([C:27]2[CH:36]=[CH:35][C:30]([C:31]([O:33]C)=[O:32])=[CH:29][CH:28]=2)=[CH:13][CH2:12]3)[CH2:9][CH2:8]1)(=[O:3])[CH3:2].[OH-].[Na+]. The catalyst is O1CCOCC1. The product is [C:1]([N:4]([CH2:44][CH2:45][N:46]1[CH2:51][CH2:50][S:49](=[O:52])(=[O:53])[CH2:48][CH2:47]1)[C@:5]12[CH2:40][CH2:39][C@@H:38]([C:41]([CH3:43])=[CH2:42])[C@@H:6]1[C@@H:7]1[C@@:20]([CH3:23])([CH2:21][CH2:22]2)[C@@:19]2([CH3:24])[C@@H:10]([C@:11]3([CH3:37])[C@@H:16]([CH2:17][CH2:18]2)[C:15]([CH3:25])([CH3:26])[C:14]([C:27]2[CH:28]=[CH:29][C:30]([C:31]([OH:33])=[O:32])=[CH:35][CH:36]=2)=[CH:13][CH2:12]3)[CH2:9][CH2:8]1)(=[O:3])[CH3:2]. The yield is 0.330. (3) The reactants are [CH2:1]1[C:10]2[C:5](=[CH:6][CH:7]=[CH:8][CH:9]=2)[CH2:4][CH2:3][N:2]1[CH2:11][CH:12]([OH:30])[CH2:13][O:14][C:15]1[CH:20]=[CH:19][CH:18]=[C:17](B2OC(C)(C)C(C)(C)O2)[CH:16]=1.Br[C:32]1[CH:37]=[CH:36][C:35]([O:38][CH3:39])=[CH:34][CH:33]=1.C([O-])([O-])=O.[K+].[K+]. The catalyst is O1CCOCC1. The product is [CH2:1]1[C:10]2[C:5](=[CH:6][CH:7]=[CH:8][CH:9]=2)[CH2:4][CH2:3][N:2]1[CH2:11][CH:12]([OH:30])[CH2:13][O:14][C:15]1[CH:16]=[C:17]([C:32]2[CH:37]=[CH:36][C:35]([O:38][CH3:39])=[CH:34][CH:33]=2)[CH:18]=[CH:19][CH:20]=1. The yield is 0.490.